From a dataset of Full USPTO retrosynthesis dataset with 1.9M reactions from patents (1976-2016). Predict the reactants needed to synthesize the given product. (1) Given the product [C:33]([O:32][C:30](=[O:31])[CH:29]([NH:37][C:38](=[O:57])[NH:39][CH:40]([CH2:48][CH2:49][C:50]([O:52][C:53]([CH3:56])([CH3:55])[CH3:54])=[O:51])[C:41]([O:43][C:44]([CH3:47])([CH3:46])[CH3:45])=[O:42])[CH2:28][CH2:27][CH2:26][CH2:25][NH:24][C:22](=[O:23])[CH2:21][N:20]1[C:16]([CH2:15][NH:14][C:2]2[CH:7]=[CH:6][C:5]([N+:8]([O-:10])=[O:9])=[CH:4][C:3]=2[N+:11]([O-:13])=[O:12])=[C:17]([I:58])[N:18]=[N:19]1)([CH3:34])([CH3:35])[CH3:36], predict the reactants needed to synthesize it. The reactants are: Cl[C:2]1[CH:7]=[CH:6][C:5]([N+:8]([O-:10])=[O:9])=[CH:4][C:3]=1[N+:11]([O-:13])=[O:12].[NH2:14][CH2:15][C:16]1[N:20]([CH2:21][C:22]([NH:24][CH2:25][CH2:26][CH2:27][CH2:28][C@@H:29]([NH:37][C:38](=[O:57])[NH:39][C@H:40]([CH2:48][CH2:49][C:50]([O:52][C:53]([CH3:56])([CH3:55])[CH3:54])=[O:51])[C:41]([O:43][C:44]([CH3:47])([CH3:46])[CH3:45])=[O:42])[C:30]([O:32][C:33]([CH3:36])([CH3:35])[CH3:34])=[O:31])=[O:23])[N:19]=[N:18][C:17]=1[I:58]. (2) Given the product [NH2:39][C:35]1[C:36]2[C:31](=[CH:30][C:29]([CH2:28][NH:27][C:19](=[O:20])[C:18]3[CH:22]=[C:14]([C:12](=[O:13])[C:11]4[CH:10]=[CH:9][C:8]([CH2:7][N:5]5[CH:6]=[C:2]([CH3:1])[CH:3]=[N:4]5)=[CH:24][CH:23]=4)[CH:15]=[N:16][CH:17]=3)=[CH:38][CH:37]=2)[CH:32]=[CH:33][N:34]=1, predict the reactants needed to synthesize it. The reactants are: [CH3:1][C:2]1[CH:3]=[N:4][N:5]([CH2:7][C:8]2[CH:24]=[CH:23][C:11]([C:12]([C:14]3[CH:15]=[N:16][CH:17]=[C:18]([CH:22]=3)[C:19](O)=[O:20])=[O:13])=[CH:10][CH:9]=2)[CH:6]=1.Cl.Cl.[NH2:27][CH2:28][C:29]1[CH:30]=[C:31]2[C:36](=[CH:37][CH:38]=1)[C:35]([NH2:39])=[N:34][CH:33]=[CH:32]2.CN(C(ON1N=NC2C=CC=NC1=2)=[N+](C)C)C.F[P-](F)(F)(F)(F)F.C(N(CC)C(C)C)(C)C. (3) Given the product [C:48]([O:54][C:55](=[O:63])[NH:1][C@@H:2]1[CH2:6][CH2:5][N:4]([C:7]2[N:15]=[C:14]3[C:10]([N:11]=[CH:12][N:13]3[C@H:16]3[C@H:20]([OH:21])[C@H:19]([OH:22])[C@@H:18]([C:23]4[N:24]=[N:25][N:26]([CH2:28][CH3:29])[N:27]=4)[O:17]3)=[C:9]([NH:30][CH2:31][C:32]([C:34]3[CH:39]=[CH:38][C:37]([F:40])=[CH:36][CH:35]=3)([C:41]3[CH:42]=[CH:43][C:44]([F:47])=[CH:45][CH:46]=3)[OH:33])[N:8]=2)[CH2:3]1)([CH3:64])([CH3:53])[CH3:49], predict the reactants needed to synthesize it. The reactants are: [NH2:1][C@@H:2]1[CH2:6][CH2:5][N:4]([C:7]2[N:15]=[C:14]3[C:10]([N:11]=[CH:12][N:13]3[C@H:16]3[C@H:20]([OH:21])[C@H:19]([OH:22])[C@@H:18]([C:23]4[N:24]=[N:25][N:26]([CH2:28][CH3:29])[N:27]=4)[O:17]3)=[C:9]([NH:30][CH2:31][C:32]([C:41]3[CH:46]=[CH:45][C:44]([F:47])=[CH:43][CH:42]=3)([C:34]3[CH:39]=[CH:38][C:37]([F:40])=[CH:36][CH:35]=3)[OH:33])[N:8]=2)[CH2:3]1.[C:48]1([O:54][C:55](=[O:63])NC2C=NC=CC=2)[CH:53]=CC=C[CH:49]=1.[C:64](#N)C. (4) Given the product [ClH:49].[ClH:49].[CH3:34][C@@H:30]1[CH2:29][N:28]([C:24]2[CH:23]=[CH:22][CH:21]=[C:20]3[C:25]=2[CH:26]=[CH:27][C:18]([CH3:17])=[N:19]3)[CH2:33][CH2:32][N:31]1[CH2:15][CH2:14][C:10]1[CH:9]=[CH:8][CH:7]=[C:6]2[C:11]=1[CH:12]=[CH:13][C:4]1[N:5]2[N:1]=[N:2][N:3]=1, predict the reactants needed to synthesize it. The reactants are: [N:1]1[N:5]2[C:6]3[C:11]([CH:12]=[CH:13][C:4]2=[N:3][N:2]=1)=[C:10]([CH2:14][CH:15]=O)[CH:9]=[CH:8][CH:7]=3.[CH3:17][C:18]1[CH:27]=[CH:26][C:25]2[C:20](=[CH:21][CH:22]=[CH:23][C:24]=2[N:28]2[CH2:33][CH2:32][NH:31][C@H:30]([CH3:34])[CH2:29]2)[N:19]=1.C(O[BH-](OC(=O)C)OC(=O)C)(=O)C.[Na+].[Cl:49]CCCl.